This data is from Forward reaction prediction with 1.9M reactions from USPTO patents (1976-2016). The task is: Predict the product of the given reaction. The product is: [Cl:2][C:3]1[CH:4]=[C:5]([C@@:9]2([OH:18])[O:14][CH2:13][C:12]([CH3:15])([CH3:16])[NH:11][C@@H:10]2[CH3:17])[CH:6]=[CH:7][CH:8]=1. Given the reactants Cl.[Cl:2][C:3]1[CH:4]=[C:5]([C@@:9]2([OH:18])[O:14][CH2:13][C:12]([CH3:16])([CH3:15])[NH:11][C@@H:10]2[CH3:17])[CH:6]=[CH:7][CH:8]=1.C(OCC)C.[OH-].[Na+], predict the reaction product.